From a dataset of Forward reaction prediction with 1.9M reactions from USPTO patents (1976-2016). Predict the product of the given reaction. (1) Given the reactants [Cl:1][C:2]1[C:7]([C:8]2[CH:13]=[CH:12][CH:11]=[CH:10][CH:9]=2)=[N:6][N:5]=[C:4]2[N:14]([CH2:23][C:24]([OH:26])=O)[N:15]=[C:16]([C:17]3[CH:22]=[CH:21][CH:20]=[CH:19][CH:18]=3)[C:3]=12.[N:27]1[CH:32]=[CH:31][CH:30]=[C:29]([CH2:33][NH2:34])[CH:28]=1.C(N(C(C)C)CC)(C)C.F[P-](F)(F)(F)(F)F.N1(OC(N(C)C)=[N+](C)C)C2N=CC=CC=2N=N1, predict the reaction product. The product is: [Cl:1][C:2]1[C:7]([C:8]2[CH:9]=[CH:10][CH:11]=[CH:12][CH:13]=2)=[N:6][N:5]=[C:4]2[N:14]([CH2:23][C:24]([NH:34][CH2:33][C:29]3[CH:28]=[N:27][CH:32]=[CH:31][CH:30]=3)=[O:26])[N:15]=[C:16]([C:17]3[CH:18]=[CH:19][CH:20]=[CH:21][CH:22]=3)[C:3]=12. (2) The product is: [CH:1]1([C@@H:7]([NH:9][C:10]([C:12]2[C:21]3[C:16](=[CH:17][CH:18]=[C:19]([F:22])[CH:20]=3)[N:15]=[C:14]([C:23]3[CH:28]=[CH:27][CH:26]=[CH:25][CH:24]=3)[C:13]=2[CH2:29][Br:37])=[O:11])[CH3:8])[CH2:6][CH2:5][CH2:4][CH2:3][CH2:2]1. Given the reactants [CH:1]1([C@@H:7]([NH:9][C:10]([C:12]2[C:21]3[C:16](=[CH:17][CH:18]=[C:19]([F:22])[CH:20]=3)[N:15]=[C:14]([C:23]3[CH:28]=[CH:27][CH:26]=[CH:25][CH:24]=3)[C:13]=2[CH3:29])=[O:11])[CH3:8])[CH2:6][CH2:5][CH2:4][CH2:3][CH2:2]1.C1C(=O)N([Br:37])C(=O)C1.C(OOC(=O)C1C=CC=CC=1)(=O)C1C=CC=CC=1, predict the reaction product. (3) Given the reactants [CH3:1][O:2][C:3]1[CH:8]=[C:7]([CH2:9][O:10][CH3:11])[CH:6]=[C:5]([O:12][CH3:13])[C:4]=1[C:14](=[O:17])[CH2:15][CH3:16].C(N(CC)CC)C.FC(F)(F)S(O[Si](C(C)(C)C)(C)C)(=O)=O.[Br:40]N1C(=O)CCC1=O.C(=O)([O-])O.[Na+], predict the reaction product. The product is: [Br:40][CH:15]([CH3:16])[C:14]([C:4]1[C:5]([O:12][CH3:13])=[CH:6][C:7]([CH2:9][O:10][CH3:11])=[CH:8][C:3]=1[O:2][CH3:1])=[O:17]. (4) Given the reactants [Cl:1][C:2]1[CH:3]=[N:4][C:5]2[C:10]([C:11]=1[CH2:12][CH2:13][CH2:14][C:15]1([C:21]([O:23][CH2:24][C:25]3[CH:30]=[CH:29][CH:28]=[CH:27][CH:26]=3)=[O:22])[CH2:20][CH2:19][NH:18][CH2:17][CH2:16]1)=[CH:9][C:8]([O:31][CH3:32])=[CH:7][CH:6]=2.Br[CH2:34][CH2:35][O:36][C:37]1[C:42]([F:43])=[CH:41][CH:40]=[CH:39][C:38]=1[F:44].[I-].[K+].C(=O)([O-])[O-].[K+].[K+], predict the reaction product. The product is: [Cl:1][C:2]1[CH:3]=[N:4][C:5]2[C:10]([C:11]=1[CH2:12][CH2:13][CH2:14][C:15]1([C:21]([O:23][CH2:24][C:25]3[CH:26]=[CH:27][CH:28]=[CH:29][CH:30]=3)=[O:22])[CH2:20][CH2:19][N:18]([CH2:34][CH2:35][O:36][C:37]3[C:38]([F:44])=[CH:39][CH:40]=[CH:41][C:42]=3[F:43])[CH2:17][CH2:16]1)=[CH:9][C:8]([O:31][CH3:32])=[CH:7][CH:6]=2. (5) Given the reactants [NH2:1][C:2]1[C:6]2([CH2:11][CH2:10][CH2:9][CH2:8][CH2:7]2)[O:5][C:4](=[O:12])[C:3]=1[C:13]1[CH:18]=[C:17]([Cl:19])[C:16](Br)=[CH:15][C:14]=1[CH3:21].[CH3:22][S:23]([NH:26][C:27]1[CH:28]=[C:29](B(O)O)[CH:30]=[CH:31][CH:32]=1)(=[O:25])=[O:24].C(=O)([O-])[O-].[Cs+].[Cs+].C(O)C, predict the reaction product. The product is: [NH2:1][C:2]1[C:6]2([CH2:11][CH2:10][CH2:9][CH2:8][CH2:7]2)[O:5][C:4](=[O:12])[C:3]=1[C:13]1[C:14]([CH3:21])=[CH:15][C:16]([C:31]2[CH:30]=[CH:29][CH:28]=[C:27]([NH:26][S:23]([CH3:22])(=[O:24])=[O:25])[CH:32]=2)=[C:17]([Cl:19])[CH:18]=1. (6) Given the reactants [Cl:1][C:2]1[CH:7]=[CH:6][C:5]([F:8])=[C:4]([F:9])[CH:3]=1.[N+:10]([O-])([OH:12])=[O:11], predict the reaction product. The product is: [Cl:1][C:2]1[CH:3]=[C:4]([F:9])[C:5]([F:8])=[CH:6][C:7]=1[N+:10]([O-:12])=[O:11].